From a dataset of Full USPTO retrosynthesis dataset with 1.9M reactions from patents (1976-2016). Predict the reactants needed to synthesize the given product. (1) Given the product [Cl:1][C:2]1[CH:3]=[C:4]([C:8]#[C:9][C:10]2[N:11]=[C:12]([CH3:23])[N:13]([C:16]3[CH:21]=[CH:20][N:19]([CH2:25][CH2:26][OH:27])[C:18](=[O:22])[CH:17]=3)[C:14]=2[CH3:15])[CH:5]=[CH:6][CH:7]=1, predict the reactants needed to synthesize it. The reactants are: [Cl:1][C:2]1[CH:3]=[C:4]([C:8]#[C:9][C:10]2[N:11]=[C:12]([CH3:23])[N:13]([C:16]3[CH:21]=[CH:20][NH:19][C:18](=[O:22])[CH:17]=3)[C:14]=2[CH3:15])[CH:5]=[CH:6][CH:7]=1.I[CH2:25][CH2:26][OH:27]. (2) The reactants are: [H-].[Na+].[C:3]([O:7][CH2:8][CH3:9])(=[O:6])[CH2:4][OH:5].Cl[C:11]1[C:16]([C:17]#[N:18])=[CH:15][N:14]=[CH:13][CH:12]=1. Given the product [NH2:18][C:17]1[C:16]2[CH:15]=[N:14][CH:13]=[CH:12][C:11]=2[O:5][C:4]=1[C:3]([O:7][CH2:8][CH3:9])=[O:6], predict the reactants needed to synthesize it. (3) Given the product [S:11]1[CH:12]=[C:13]([C:15]2[CH:20]=[CH:19][C:18]([C:21]3([C:24]([N:26]4[CH2:30][CH2:29][C@@:28]5([C:34]6[CH:35]=[CH:36][CH:37]=[CH:38][C:33]=6[C:32](=[O:39])[O:31]5)[CH2:27]4)=[O:25])[CH2:23][CH2:22]3)=[CH:17][CH:16]=2)[N:14]=[CH:10]1, predict the reactants needed to synthesize it. The reactants are: N(OCCC(C)C)=O.N[C:10]1[S:11][CH:12]=[C:13]([C:15]2[CH:20]=[CH:19][C:18]([C:21]3([C:24]([N:26]4[CH2:30][CH2:29][C@@:28]5([C:34]6[CH:35]=[CH:36][CH:37]=[CH:38][C:33]=6[C:32](=[O:39])[O:31]5)[CH2:27]4)=[O:25])[CH2:23][CH2:22]3)=[CH:17][CH:16]=2)[N:14]=1. (4) Given the product [F:18][CH:14]([F:19])[O:10][C:8]1[CH:7]=[CH:6][C:3]([C:4]#[N:5])=[C:2]([F:1])[CH:9]=1, predict the reactants needed to synthesize it. The reactants are: [F:1][C:2]1[CH:9]=[C:8]([OH:10])[CH:7]=[CH:6][C:3]=1[C:4]#[N:5].[OH-].[Na+].Cl[C:14]([F:19])([F:18])C([O-])=O.[Na+].